From a dataset of CYP3A4 inhibition data for predicting drug metabolism from PubChem BioAssay. Regression/Classification. Given a drug SMILES string, predict its absorption, distribution, metabolism, or excretion properties. Task type varies by dataset: regression for continuous measurements (e.g., permeability, clearance, half-life) or binary classification for categorical outcomes (e.g., BBB penetration, CYP inhibition). Dataset: cyp3a4_veith. (1) The compound is COC1=CC(=O)O[C@@H](/C=C\c2ccccc2)C1. The result is 0 (non-inhibitor). (2) The compound is O=C(c1csnn1)N1CCC2(CCCN(c3ccccc3)C2)CC1. The result is 1 (inhibitor). (3) The compound is CCNc1ncc2nc(-c3ccccc3)c(=O)n(Cc3cccc(OC)c3)c2n1. The result is 1 (inhibitor). (4) The molecule is O=C(Cc1csc(Nc2nc(=S)[nH]c3ccccc23)n1)NCc1cccc(Cl)c1. The result is 1 (inhibitor). (5) The result is 0 (non-inhibitor). The molecule is Clc1ccccc1OCCCCN1CCCC1. (6) The molecule is Cc1cc(NS(=O)(=O)c2ccc(NC(=O)CN3C(=O)c4ccccc4C3=O)cc2)nc(C)n1. The result is 0 (non-inhibitor). (7) The compound is Cc1cccc(NC(=S)N/N=C/c2ccc([N+](=O)[O-])s2)c1. The result is 1 (inhibitor). (8) The molecule is Cc1ccc(-c2cc(C(=O)NCc3ccco3)c3ccccc3n2)s1. The result is 1 (inhibitor).